This data is from Forward reaction prediction with 1.9M reactions from USPTO patents (1976-2016). The task is: Predict the product of the given reaction. (1) Given the reactants [H-].[Al+3].[Li+].[H-].[H-].[H-].[OH:7][C:8]1[CH:9]=[C:10]([CH:20]=[CH:21][CH:22]=1)[C:11]([NH:13][C:14]1[CH:19]=[CH:18][CH:17]=[CH:16][CH:15]=1)=O, predict the reaction product. The product is: [C:14]1([NH:13][CH2:11][C:10]2[CH:9]=[C:8]([OH:7])[CH:22]=[CH:21][CH:20]=2)[CH:19]=[CH:18][CH:17]=[CH:16][CH:15]=1. (2) Given the reactants [C:1]1([SH:11])[C:10]2[C:5](=[CH:6][CH:7]=[CH:8][CH:9]=2)[CH:4]=[CH:3][CH:2]=1.C(NC(C)C)(C)C.Cl[CH2:20][C:21]1[C:30]([OH:31])=[CH:29][CH:28]=[C:27]2[C:22]=1[CH2:23][CH2:24][CH2:25][C:26]2=[O:32], predict the reaction product. The product is: [OH:31][C:30]1[C:21]([CH2:20][S:11][C:1]2[C:10]3[C:5](=[CH:6][CH:7]=[CH:8][CH:9]=3)[CH:4]=[CH:3][CH:2]=2)=[C:22]2[C:27](=[CH:28][CH:29]=1)[C:26](=[O:32])[CH2:25][CH2:24][CH2:23]2. (3) Given the reactants [CH2:1]([C:8]#[N:9])[C:2]1[CH:7]=[CH:6][CH:5]=[CH:4][CH:3]=1.[CH2:10]([OH:12])[CH3:11].[ClH:13], predict the reaction product. The product is: [ClH:13].[CH2:10]([O:12][C:8](=[NH:9])[CH2:1][C:2]1[CH:7]=[CH:6][CH:5]=[CH:4][CH:3]=1)[CH3:11]. (4) Given the reactants O[CH2:2][CH2:3][CH2:4][C:5]1[C:13]2[C:8](=[C:9]([C:14]3[CH:19]=[CH:18][CH:17]=[CH:16][C:15]=3[O:20][CH3:21])[CH:10]=[CH:11][CH:12]=2)[NH:7][C:6]=1[C:22]([O:24]CC)=[O:23].[CH3:27][C:28]1[CH:37]=[CH:36][C:35]2[C:30](=[CH:31][CH:32]=[CH:33][CH:34]=2)[C:29]=1[OH:38].C1(P(C2C=CC=CC=2)C2C=CC=CC=2)C=CC=CC=1.N(C(OC(C)(C)C)=O)=NC(OC(C)(C)C)=O.[Li+].[OH-].Cl, predict the reaction product. The product is: [CH3:21][O:20][C:15]1[CH:16]=[CH:17][CH:18]=[CH:19][C:14]=1[C:9]1[CH:10]=[CH:11][CH:12]=[C:13]2[C:8]=1[NH:7][C:6]([C:22]([OH:24])=[O:23])=[C:5]2[CH2:4][CH2:3][CH2:2][O:38][C:29]1[C:30]2[C:35](=[CH:34][CH:33]=[CH:32][CH:31]=2)[CH:36]=[CH:37][C:28]=1[CH3:27].